Predict the reaction yield, written as a fraction of the theoretical maximum amount of product (1.0 means a 100% yield; for example, 0.34 means a 34% yield). From a dataset of Reaction yield outcomes from USPTO patents with 853,638 reactions. The reactants are [F:1][C:2]([F:20])([F:19])[C:3]1[CH:4]=[C:5]([C:9]2[CH:17]=[CH:16][CH:15]=[C:14]3[C:10]=2[CH2:11][C:12](=[O:18])[NH:13]3)[CH:6]=[CH:7][CH:8]=1.[N:21]1([CH2:26][CH2:27][NH:28][C:29]([C:31]2[C:35]([CH3:36])=[C:34]([CH:37]=O)[NH:33][C:32]=2[CH3:39])=[O:30])[CH2:25][CH2:24][CH2:23][CH2:22]1. The catalyst is C(O)C.N1CCCCC1. The product is [N:21]1([CH2:26][CH2:27][NH:28][C:29]([C:31]2[C:35]([CH3:36])=[C:34]([CH:37]=[C:11]3[C:10]4[C:14](=[CH:15][CH:16]=[CH:17][C:9]=4[C:5]4[CH:6]=[CH:7][CH:8]=[C:3]([C:2]([F:1])([F:19])[F:20])[CH:4]=4)[NH:13][C:12]3=[O:18])[NH:33][C:32]=2[CH3:39])=[O:30])[CH2:25][CH2:24][CH2:23][CH2:22]1. The yield is 0.530.